The task is: Regression. Given a peptide amino acid sequence and an MHC pseudo amino acid sequence, predict their binding affinity value. This is MHC class I binding data.. This data is from Peptide-MHC class I binding affinity with 185,985 pairs from IEDB/IMGT. (1) The peptide sequence is ASDYSQGAF. The MHC is HLA-A30:02 with pseudo-sequence HLA-A30:02. The binding affinity (normalized) is 0.213. (2) The peptide sequence is KTISVVTLL. The MHC is HLA-A02:01 with pseudo-sequence HLA-A02:01. The binding affinity (normalized) is 0.477. (3) The MHC is HLA-B46:01 with pseudo-sequence HLA-B46:01. The peptide sequence is DEISLLLAS. The binding affinity (normalized) is 0.0847. (4) The peptide sequence is ALFDRPAFK. The MHC is HLA-B18:01 with pseudo-sequence HLA-B18:01. The binding affinity (normalized) is 0.0847. (5) The MHC is HLA-A23:01 with pseudo-sequence HLA-A23:01. The binding affinity (normalized) is 0.0847. The peptide sequence is ELKRQLADL. (6) The peptide sequence is STMPLVMAWR. The MHC is HLA-A11:01 with pseudo-sequence HLA-A11:01. The binding affinity (normalized) is 0.751. (7) The peptide sequence is RMAWGGSYI. The MHC is HLA-A68:02 with pseudo-sequence HLA-A68:02. The binding affinity (normalized) is 0.213. (8) The peptide sequence is NTDAFSREY. The MHC is HLA-A30:01 with pseudo-sequence HLA-A30:01. The binding affinity (normalized) is 0.0847. (9) The peptide sequence is SVFPFDGTR. The MHC is HLA-B15:01 with pseudo-sequence HLA-B15:01. The binding affinity (normalized) is 0.249. (10) The peptide sequence is KVLDGSPIS. The MHC is HLA-A30:01 with pseudo-sequence HLA-A30:01. The binding affinity (normalized) is 0.439.